Dataset: Reaction yield outcomes from USPTO patents with 853,638 reactions. Task: Predict the reaction yield, written as a fraction of the theoretical maximum amount of product (1.0 means a 100% yield; for example, 0.34 means a 34% yield). (1) The yield is 0.750. The product is [CH2:19]([O:12][C:11]1[CH:10]=[CH:9][C:4]([C:5]([O:7][CH3:8])=[O:6])=[CH:3][C:2]=1[Br:1])[C:20]1[CH:25]=[CH:24][CH:23]=[CH:22][CH:21]=1. The catalyst is C(#N)C. The reactants are [Br:1][C:2]1[CH:3]=[C:4]([CH:9]=[CH:10][C:11]=1[OH:12])[C:5]([O:7][CH3:8])=[O:6].C(=O)([O-])[O-].[K+].[K+].[CH2:19](Br)[C:20]1[CH:25]=[CH:24][CH:23]=[CH:22][CH:21]=1. (2) The reactants are [NH2:1][C:2]1[S:3][C:4]2[C:10]([C:11]3[CH:16]=[CH:15][CH:14]=[CH:13][CH:12]=3)=[CH:9][CH:8]=[C:7]([O:17][CH3:18])[C:5]=2[N:6]=1.Cl[C:20]([O:22][CH2:23][C:24]1[CH:29]=[CH:28][CH:27]=[CH:26][CH:25]=1)=[O:21]. The catalyst is N1C=CC=CC=1. The product is [CH2:23]([O:22][C:20](=[O:21])[NH:1][C:2]1[S:3][C:4]2[C:10]([C:11]3[CH:16]=[CH:15][CH:14]=[CH:13][CH:12]=3)=[CH:9][CH:8]=[C:7]([O:17][CH3:18])[C:5]=2[N:6]=1)[C:24]1[CH:29]=[CH:28][CH:27]=[CH:26][CH:25]=1. The yield is 0.790. (3) The reactants are [Cl:1][C:2]1[CH:3]=[C:4]([N:10]2[CH:22]([CH:23]3[CH2:27][CH2:26][CH2:25][CH2:24]3)[CH:21]3[C:12]([C:13]4[CH:14]=[CH:15][C:16]([C:28]([OH:30])=O)=[N:17][C:18]=4[CH2:19][CH2:20]3)=[N:11]2)[CH:5]=[CH:6][C:7]=1[C:8]#[N:9].[NH:31]1[CH2:36][CH2:35][CH2:34][CH2:33][CH2:32]1.CCN(C(C)C)C(C)C.CN(C(ON1N=NC2C=CC=NC1=2)=[N+](C)C)C.F[P-](F)(F)(F)(F)F. The catalyst is O.ClCCl.CN(C=O)C. The product is [Cl:1][C:2]1[CH:3]=[C:4]([N:10]2[CH:22]([CH:23]3[CH2:24][CH2:25][CH2:26][CH2:27]3)[CH:21]3[C:12]([C:13]4[CH:14]=[CH:15][C:16]([C:28]([N:31]5[CH2:36][CH2:35][CH2:34][CH2:33][CH2:32]5)=[O:30])=[N:17][C:18]=4[CH2:19][CH2:20]3)=[N:11]2)[CH:5]=[CH:6][C:7]=1[C:8]#[N:9]. The yield is 0.854. (4) The reactants are I([O-])(=O)(=O)=O.[Na+].Cl.Cl.[NH2:9][C:10]1[C:11]2[NH:18][CH:17]=[C:16]([C@H:19]3[C@H:23]([OH:24])[C@H:22]([OH:25])[C@@H:21]([CH2:26][S:27][CH3:28])[NH:20]3)[C:12]=2[N:13]=[CH:14][N:15]=1.[BH4-].[Na+]. The catalyst is O. The product is [NH2:9][C:10]1[C:11]2[NH:18][CH:17]=[C:16]([C@H:19]([NH:20][C@H:21]([CH2:26][S:27][CH3:28])[CH2:22][OH:25])[CH2:23][OH:24])[C:12]=2[N:13]=[CH:14][N:15]=1. The yield is 0.470. (5) The reactants are [Cl:1]CC(O[C:6](=O)[CH2:7][Cl:8])=O.C(OC(=O)[NH:16][C:17]1[CH:22]=[CH:21][N:20]=[CH:19][C:18]=1[NH:23][CH2:24][CH3:25])(C)(C)C. The catalyst is ClCCl. The product is [ClH:1].[Cl:8][CH2:7][C:6]1[N:23]([CH2:24][CH3:25])[C:18]2[CH:19]=[N:20][CH:21]=[CH:22][C:17]=2[N:16]=1. The yield is 0.530. (6) The reactants are [Cl:1][C:2]1[C:8]([O:9][CH3:10])=[CH:7][C:5]([NH2:6])=[C:4]([CH:11]2[CH2:13][CH2:12]2)[CH:3]=1.[CH3:14][S:15](Cl)(=[O:17])=[O:16]. The catalyst is O1CCCC1. The product is [Cl:1][C:2]1[C:8]([O:9][CH3:10])=[CH:7][C:5]([N:6]([S:15]([CH3:14])(=[O:17])=[O:16])[S:15]([CH3:14])(=[O:17])=[O:16])=[C:4]([CH:11]2[CH2:12][CH2:13]2)[CH:3]=1. The yield is 0.800. (7) The reactants are [CH3:1][O:2][C:3]1[CH:8]=[CH:7][C:6]([C:9]2([C:12]([OH:14])=[O:13])[CH2:11][CH2:10]2)=[CH:5][CH:4]=1.O.[C:16]1(C)C=CC(S(O)(=O)=O)=CC=1. The catalyst is CO. The product is [CH3:16][O:13][C:12]([C:9]1([C:6]2[CH:5]=[CH:4][C:3]([O:2][CH3:1])=[CH:8][CH:7]=2)[CH2:10][CH2:11]1)=[O:14]. The yield is 0.990.